From a dataset of Forward reaction prediction with 1.9M reactions from USPTO patents (1976-2016). Predict the product of the given reaction. (1) Given the reactants [Cl:1][C:2]1[CH:18]=[CH:17][CH:16]=[C:15]([N+:19]([O-:21])=[O:20])[C:3]=1[C:4]([NH:6][C:7]1[CH:12]=[CH:11][N:10]=[C:9]([Cl:13])[C:8]=1[F:14])=O.S(Cl)([Cl:24])=O, predict the reaction product. The product is: [Cl:1][C:2]1[CH:18]=[CH:17][CH:16]=[C:15]([N+:19]([O-:21])=[O:20])[C:3]=1[C:4]([Cl:24])=[N:6][C:7]1[CH:12]=[CH:11][N:10]=[C:9]([Cl:13])[C:8]=1[F:14]. (2) Given the reactants I[C:2]1[S:10][C:9]2[C:8]([N:11]([C:13]3[CH:18]=[CH:17][C:16]([O:19][CH3:20])=[CH:15][CH:14]=3)[CH3:12])=[N:7][CH:6]=[N:5][C:4]=2[CH:3]=1.[N:21]1[CH:26]=[CH:25][CH:24]=[C:23](B(O)O)[CH:22]=1.C(=O)([O-])[O-].[Na+].[Na+], predict the reaction product. The product is: [CH3:20][O:19][C:16]1[CH:17]=[CH:18][C:13]([N:11]([CH3:12])[C:8]2[C:9]3[S:10][C:2]([C:23]4[CH:22]=[N:21][CH:26]=[CH:25][CH:24]=4)=[CH:3][C:4]=3[N:5]=[CH:6][N:7]=2)=[CH:14][CH:15]=1. (3) Given the reactants [CH2:1]([C@:8]([OH:17])([C:12]([O:14][CH2:15][CH3:16])=[O:13])[C:9](O)=[O:10])[C:2]1[CH:7]=[CH:6][CH:5]=[CH:4][CH:3]=1.C[N:19](C(ON1N=NC2C=CC=NC1=2)=[N+](C)C)C.F[P-](F)(F)(F)(F)F.CCN(C(C)C)C(C)C.N, predict the reaction product. The product is: [NH2:19][C:9](=[O:10])[C@@:8]([CH2:1][C:2]1[CH:7]=[CH:6][CH:5]=[CH:4][CH:3]=1)([OH:17])[C:12]([O:14][CH2:15][CH3:16])=[O:13]. (4) The product is: [C:1]([O:5][C:6]([NH:8][C@H:9]([CH2:20][C:21]1[CH:26]=[C:25]([F:27])[C:24]([F:28])=[CH:23][C:22]=1[F:29])[CH2:10][C:11]([O:13][CH:14]1[CH2:19][CH2:18][CH2:17][CH2:16][CH2:15]1)=[O:12])=[O:7])([CH3:4])([CH3:2])[CH3:3]. Given the reactants [C:1]([O:5][C:6]([NH:8][C@H:9]([CH:20](O)[C:21]1[CH:26]=[C:25]([F:27])[C:24]([F:28])=[CH:23][C:22]=1[F:29])[CH2:10][C:11]([O:13][CH:14]1[CH2:19][CH2:18][CH2:17][CH2:16][CH2:15]1)=[O:12])=[O:7])([CH3:4])([CH3:3])[CH3:2].C(O)C, predict the reaction product. (5) Given the reactants [CH2:1]([C@H:8]([NH:44][C:45](=[O:51])[O:46][C:47]([CH3:50])([CH3:49])[CH3:48])[C@@H:9]([O:36][Si](C(C)(C)C)(C)C)[CH2:10][C@@H:11]([NH:25][C:26]([O:28][CH2:29][C:30]1[CH:35]=[CH:34][CH:33]=[CH:32][CH:31]=1)=[O:27])[CH2:12][C:13]1[CH:18]=[CH:17][C:16]([C:19]2[CH:24]=[CH:23][N:22]=[CH:21][CH:20]=2)=[CH:15][CH:14]=1)[C:2]1[CH:7]=[CH:6][CH:5]=[CH:4][CH:3]=1.[F-].C([N+](CCCC)(CCCC)CCCC)CCC, predict the reaction product. The product is: [CH2:1]([C@H:8]([NH:44][C:45](=[O:51])[O:46][C:47]([CH3:49])([CH3:48])[CH3:50])[C@@H:9]([OH:36])[CH2:10][C@@H:11]([NH:25][C:26]([O:28][CH2:29][C:30]1[CH:35]=[CH:34][CH:33]=[CH:32][CH:31]=1)=[O:27])[CH2:12][C:13]1[CH:18]=[CH:17][C:16]([C:19]2[CH:20]=[CH:21][N:22]=[CH:23][CH:24]=2)=[CH:15][CH:14]=1)[C:2]1[CH:3]=[CH:4][CH:5]=[CH:6][CH:7]=1. (6) Given the reactants [CH2:1]([O:3][C:4]([C:6]1[C:11](=[O:12])[N:10]([CH2:13][C:14]2[CH:19]=[CH:18][C:17]([Cl:20])=[CH:16][CH:15]=2)[C:9](SC)=[N:8][CH:7]=1)=[O:5])[CH3:2].[CH3:23][O:24][C:25]1[CH:39]=[CH:38][C:28]([CH2:29][O:30][C:31]2[CH:37]=[CH:36][C:34]([NH2:35])=[CH:33][CH:32]=2)=[CH:27][CH:26]=1.C(O)(C)(C)C.C(=O)([O-])O.[Na+], predict the reaction product. The product is: [Cl:20][C:17]1[CH:18]=[CH:19][C:14]([CH2:13][N:10]2[C:11](=[O:12])[C:6]([C:4]([O:3][CH2:1][CH3:2])=[O:5])=[CH:7][N:8]=[C:9]2[NH:35][C:34]2[CH:33]=[CH:32][C:31]([O:30][CH2:29][C:28]3[CH:38]=[CH:39][C:25]([O:24][CH3:23])=[CH:26][CH:27]=3)=[CH:37][CH:36]=2)=[CH:15][CH:16]=1.